Dataset: Forward reaction prediction with 1.9M reactions from USPTO patents (1976-2016). Task: Predict the product of the given reaction. Given the reactants [C:1]([C:5]1[CH:6]=[C:7]([C:18]2[CH:19]=[N:20][C:21]([C:24]([F:27])([F:26])[F:25])=[CH:22][CH:23]=2)[C:8]([O:14][CH2:15][O:16][CH3:17])=[C:9]([CH:11]([OH:13])[CH3:12])[CH:10]=1)([CH3:4])([CH3:3])[CH3:2].C(=O)(O)[O-].[Na+].CC(OI1(OC(C)=O)(OC(C)=O)OC(=O)C2C=CC=CC1=2)=O.S([O-])([O-])=O.[Na+].[Na+], predict the reaction product. The product is: [C:1]([C:5]1[CH:6]=[C:7]([C:18]2[CH:19]=[N:20][C:21]([C:24]([F:27])([F:25])[F:26])=[CH:22][CH:23]=2)[C:8]([O:14][CH2:15][O:16][CH3:17])=[C:9]([C:11](=[O:13])[CH3:12])[CH:10]=1)([CH3:2])([CH3:3])[CH3:4].